This data is from Full USPTO retrosynthesis dataset with 1.9M reactions from patents (1976-2016). The task is: Predict the reactants needed to synthesize the given product. (1) Given the product [Cl:23][C:11]1[C:12]2[C:17](=[CH:16][CH:15]=[C:14]([O:18][CH3:19])[CH:13]=2)[C:8]([C:5]2[CH:6]=[CH:7][C:2]([Cl:1])=[CH:3][CH:4]=2)=[N:9][N:10]=1, predict the reactants needed to synthesize it. The reactants are: [Cl:1][C:2]1[CH:7]=[CH:6][C:5]([C:8]2[C:17]3[C:12](=[CH:13][C:14]([O:18][CH3:19])=[CH:15][CH:16]=3)[C:11](=O)[NH:10][N:9]=2)=[CH:4][CH:3]=1.P(Cl)(Cl)([Cl:23])=O. (2) Given the product [CH3:17][O:16][C:10]1[N:11]=[C:12]([O:14][CH3:15])[N:13]=[C:8]([O:46][C:45](=[O:47])[C:44]2[CH:48]=[C:49]([CH3:50])[C:41](/[CH:40]=[CH:39]/[S:36]([N:33]3[CH2:32][CH2:31][C:27]4([N:26]=[C:25]([CH:19]5[CH2:24][CH2:23][CH2:22][CH2:21][CH2:20]5)[NH:29][C:28]4=[O:30])[CH2:35][CH2:34]3)(=[O:37])=[O:38])=[C:42]([CH3:51])[CH:43]=2)[N:9]=1, predict the reactants needed to synthesize it. The reactants are: C[N+]1([C:8]2[N:13]=[C:12]([O:14][CH3:15])[N:11]=[C:10]([O:16][CH3:17])[N:9]=2)CCOCC1.[Cl-].[CH:19]1([C:25]2[NH:29][C:28](=[O:30])[C:27]3([CH2:35][CH2:34][N:33]([S:36](/[CH:39]=[CH:40]/[C:41]4[C:49]([CH3:50])=[CH:48][C:44]([C:45]([OH:47])=[O:46])=[CH:43][C:42]=4[CH3:51])(=[O:38])=[O:37])[CH2:32][CH2:31]3)[N:26]=2)[CH2:24][CH2:23][CH2:22][CH2:21][CH2:20]1.